From a dataset of Forward reaction prediction with 1.9M reactions from USPTO patents (1976-2016). Predict the product of the given reaction. (1) The product is: [CH:1]1[C:10]2[C:5](=[CH:6][C:7]([CH:11]([CH3:19])[C:12]([O:14][C:15]([CH3:18])([CH3:17])[CH3:16])=[O:13])=[CH:8][CH:9]=2)[CH:4]=[CH:3][N:2]=1. Given the reactants [CH:1]1[C:10]2[C:5](=[CH:6][C:7]([CH2:11][C:12]([O:14][C:15]([CH3:18])([CH3:17])[CH3:16])=[O:13])=[CH:8][CH:9]=2)[CH:4]=[CH:3][N:2]=1.[CH3:19][Si]([N-][Si](C)(C)C)(C)C.[Li+].IC, predict the reaction product. (2) The product is: [CH3:1][O:2][C:3]1[CH:4]=[CH:5][C:6]([C:9]2[N:13]([C:14]3[CH:15]=[CH:16][CH:17]=[CH:18][CH:19]=3)[N:12]=[C:11]([CH2:20][CH2:21][CH2:22][N:35]3[CH2:36][CH2:37][N:32]([C:27]4[CH:28]=[CH:29][C:30]([CH3:31])=[C:25]([CH3:24])[CH:26]=4)[CH2:33][CH2:34]3)[CH:10]=2)=[CH:7][CH:8]=1. Given the reactants [CH3:1][O:2][C:3]1[CH:8]=[CH:7][C:6]([C:9]2[N:13]([C:14]3[CH:19]=[CH:18][CH:17]=[CH:16][CH:15]=3)[N:12]=[C:11]([CH2:20][CH2:21][CH:22]=O)[CH:10]=2)=[CH:5][CH:4]=1.[CH3:24][C:25]1[CH:26]=[C:27]([N:32]2[CH2:37][CH2:36][NH:35][CH2:34][CH2:33]2)[CH:28]=[CH:29][C:30]=1[CH3:31].CCN(C(C)C)C(C)C.[BH-](OC(C)=O)(OC(C)=O)OC(C)=O.[Na+], predict the reaction product. (3) The product is: [Cl:10][C:11]1[CH:12]=[C:13]([CH:18]=[CH:19][C:20]=1[OH:21])[CH2:14][OH:15]. Given the reactants CC(C[AlH]CC(C)C)C.[Cl:10][C:11]1[CH:12]=[C:13]([CH:18]=[CH:19][C:20]=1[OH:21])[C:14](OC)=[O:15].Cl, predict the reaction product. (4) Given the reactants [NH2:1][C:2]1[CH:3]=[C:4]([CH:6]=[CH:7][C:8]=1[CH3:9])[NH2:5].C[O:11][C:12](=O)[C:13]1[CH:18]=[CH:17][C:16]([CH2:19][N:20]2[CH2:25][CH2:24][N:23]([CH3:26])[CH2:22][CH2:21]2)=[CH:15][CH:14]=1.C(C(C(C([O-])=O)O)O)([O-])=O.[Na+].[K+].C([O-])(O)=O.[Na+], predict the reaction product. The product is: [NH2:1][C:2]1[CH:3]=[C:4]([NH:5][C:12](=[O:11])[C:13]2[CH:14]=[CH:15][C:16]([CH2:19][N:20]3[CH2:21][CH2:22][N:23]([CH3:26])[CH2:24][CH2:25]3)=[CH:17][CH:18]=2)[CH:6]=[CH:7][C:8]=1[CH3:9]. (5) Given the reactants [CH3:1][O:2][C:3]1[C:7]([C:8]([NH2:10])=O)=[CH:6][N:5]([C:11]2[CH:16]=[CH:15][C:14]([C:17]([F:20])([F:19])[F:18])=[CH:13][CH:12]=2)[N:4]=1.N1C=CC=CC=1.O(S(C(F)(F)F)(=O)=O)S(C(F)(F)F)(=O)=O, predict the reaction product. The product is: [CH3:1][O:2][C:3]1[C:7]([C:8]#[N:10])=[CH:6][N:5]([C:11]2[CH:12]=[CH:13][C:14]([C:17]([F:20])([F:18])[F:19])=[CH:15][CH:16]=2)[N:4]=1. (6) Given the reactants C[O:2][C:3](=[O:28])[CH:4]([C:9]1[CH:14]=[CH:13][CH:12]=[C:11]([NH:15][C:16]2[CH:21]=[CH:20][CH:19]=[C:18]([N+:22]([O-:24])=[O:23])[CH:17]=2)[C:10]=1[N+:25]([O-:27])=[O:26])C(OC)=O, predict the reaction product. The product is: [N+:25]([C:10]1[C:11]([NH:15][C:16]2[CH:21]=[CH:20][CH:19]=[C:18]([N+:22]([O-:24])=[O:23])[CH:17]=2)=[CH:12][CH:13]=[CH:14][C:9]=1[CH2:4][C:3]([OH:28])=[O:2])([O-:27])=[O:26]. (7) Given the reactants [Si]([O:8][CH2:9][C:10]1([CH3:36])[S:16][CH2:15][CH2:14][N:13]2[C:17]([C:20]3([C:23]4[CH:28]=[CH:27][C:26]([C:29]5[CH:30]=[N:31][N:32]([CH3:34])[CH:33]=5)=[CH:25][C:24]=4[F:35])[CH2:22][CH2:21]3)=[N:18][N:19]=[C:12]2[CH2:11]1)(C(C)(C)C)(C)C.Cl, predict the reaction product. The product is: [F:35][C:24]1[CH:25]=[C:26]([C:29]2[CH:30]=[N:31][N:32]([CH3:34])[CH:33]=2)[CH:27]=[CH:28][C:23]=1[C:20]1([C:17]2[N:13]3[CH2:14][CH2:15][S:16][C:10]([CH2:9][OH:8])([CH3:36])[CH2:11][C:12]3=[N:19][N:18]=2)[CH2:21][CH2:22]1.